From a dataset of Full USPTO retrosynthesis dataset with 1.9M reactions from patents (1976-2016). Predict the reactants needed to synthesize the given product. (1) The reactants are: [C:1]([O:5][C:6]([C@:8]1([CH2:21][CH:22]([CH3:24])[CH3:23])[CH2:12][C@H:11]([C:13]([NH2:15])=[O:14])[C@H:10]([C:16]2[S:17][CH:18]=[CH:19][N:20]=2)[NH:9]1)=[O:7])([CH3:4])([CH3:3])[CH3:2].S1C=CN=C1C=N[CH:32]([CH2:40]C1C=CC=CC=1)[C:33](OC(C)(C)C)=O. Given the product [CH2:21]([C@@:8]1([C:6]([O:5][C:1]([CH3:4])([CH3:3])[CH3:2])=[O:7])[CH2:12][C@H:11]([C:13]([NH2:15])=[O:14])[C@H:10]([C:16]2[S:17][CH:18]=[CH:19][N:20]=2)[NH:9]1)[C:22]1[CH:24]=[CH:40][CH:32]=[CH:33][CH:23]=1, predict the reactants needed to synthesize it. (2) Given the product [I:1][C:2]1[CH:6]=[CH:5][N:4]([CH:7]2[CH2:9][O:10][CH2:11]2)[N:3]=1, predict the reactants needed to synthesize it. The reactants are: [I:1][C:2]1[CH:6]=[CH:5][NH:4][N:3]=1.[CH2:7]1[CH2:11][O:10][CH2:9]C1.C[Si]([N-][Si](C)(C)C)(C)C.[Na+].IC1COC1. (3) The reactants are: [Cl:1][C:2]1[CH:7]=[CH:6][C:5]([C:8]#[C:9][CH2:10][CH:11]2[CH2:16][CH2:15][N:14]([C:17]([O:19][CH2:20][C:21]([NH:23][CH3:24])=[O:22])=[O:18])[CH2:13][CH2:12]2)=[CH:4][CH:3]=1. Given the product [Cl:1][C:2]1[CH:7]=[CH:6][C:5]([CH2:8][CH2:9][CH2:10][CH:11]2[CH2:16][CH2:15][N:14]([C:17]([O:19][CH2:20][C:21]([NH:23][CH3:24])=[O:22])=[O:18])[CH2:13][CH2:12]2)=[CH:4][CH:3]=1, predict the reactants needed to synthesize it.